The task is: Predict the product of the given reaction.. This data is from Forward reaction prediction with 1.9M reactions from USPTO patents (1976-2016). (1) Given the reactants P(Cl)(Cl)(Cl)=O.CN(C)[CH:8]=[O:9].[CH:11]1[C:23]2[N:22]([C:24]3[CH:29]=[CH:28][C:27]([C:30]4[CH:35]=[CH:34][C:33]([N:36]5[C:48]6[CH:47]=[CH:46][CH:45]=[CH:44][C:43]=6[C:42]6[C:37]5=[CH:38][CH:39]=[CH:40][CH:41]=6)=[CH:32][CH:31]=4)=[CH:26][CH:25]=3)[C:21]3[C:16](=[CH:17][CH:18]=[CH:19][CH:20]=3)[C:15]=2[CH:14]=[CH:13][CH:12]=1.[CH2:49]([OH:51])C.ClCCl, predict the reaction product. The product is: [CH:49]([C:13]1[CH:12]=[CH:11][C:23]2[N:22]([C:24]3[CH:29]=[CH:28][C:27]([C:30]4[CH:31]=[CH:32][C:33]([N:36]5[C:48]6[CH:47]=[CH:46][C:45]([CH:8]=[O:9])=[CH:44][C:43]=6[C:42]6[C:37]5=[CH:38][CH:39]=[CH:40][CH:41]=6)=[CH:34][CH:35]=4)=[CH:26][CH:25]=3)[C:21]3[C:16]([C:15]=2[CH:14]=1)=[CH:17][CH:18]=[CH:19][CH:20]=3)=[O:51]. (2) Given the reactants [C:1]([C:5]1[CH:6]=[C:7]([NH:17][C:18]([NH:20][C@@H:21]2[C:30]3[C:25](=[CH:26][CH:27]=[CH:28][CH:29]=3)[C@H:24]([O:31][C:32]3[CH:33]=[CH:34][C:35]4[N:36]([C:38]([N:41]5[CH2:46][CH2:45][CH2:44][CH:43](O[Si](C(C)C)(C(C)C)C(C)C)[C@H:42]5C)=[N:39][N:40]=4)[CH:37]=3)[CH2:23][CH2:22]2)=[O:19])[N:8]([C:10]2[CH:15]=[CH:14][C:13]([CH3:16])=[CH:12][CH:11]=2)[N:9]=1)([CH3:4])([CH3:3])[CH3:2].CCCC[N+](CCCC)(CCCC)CCCC.[F-].[CH3:77][OH:78], predict the reaction product. The product is: [C:1]([C:5]1[CH:6]=[C:7]([NH:17][C:18]([NH:20][C@@H:21]2[C:30]3[C:25](=[CH:26][CH:27]=[CH:28][CH:29]=3)[C@H:24]([O:31][C:32]3[CH:33]=[CH:34][C:35]4[N:36]([C:38]([N:41]5[CH2:46][CH2:45][CH2:44][C@@H:43]([CH2:77][OH:78])[CH2:42]5)=[N:39][N:40]=4)[CH:37]=3)[CH2:23][CH2:22]2)=[O:19])[N:8]([C:10]2[CH:11]=[CH:12][C:13]([CH3:16])=[CH:14][CH:15]=2)[N:9]=1)([CH3:2])([CH3:3])[CH3:4].